This data is from Forward reaction prediction with 1.9M reactions from USPTO patents (1976-2016). The task is: Predict the product of the given reaction. (1) Given the reactants [F:1][C:2]([F:35])([F:34])[C:3]1[CH:4]=[C:5]([CH:27]=[C:28]([C:30]([F:33])([F:32])[F:31])[CH:29]=1)[CH2:6][N:7]([CH2:14][C:15]1[CH:16]=[C:17]2[C:24]([CH3:25])=[N:23][N:22]([CH3:26])[C:18]2=[N:19][C:20]=1Cl)[C:8]1[N:9]=[N:10][N:11]([CH3:13])[N:12]=1.[O-]CCCC.CC(C)([O-])C.[K+].[CH:47]1([CH2:50][NH2:51])[CH2:49][CH2:48]1, predict the reaction product. The product is: [F:1][C:2]([F:35])([F:34])[C:3]1[CH:4]=[C:5]([CH:27]=[C:28]([C:30]([F:33])([F:32])[F:31])[CH:29]=1)[CH2:6][N:7]([CH2:14][C:15]1[CH:16]=[C:17]2[C:24]([CH3:25])=[N:23][N:22]([CH3:26])[C:18]2=[N:19][C:20]=1[NH:51][CH2:50][CH:47]1[CH2:49][CH2:48]1)[C:8]1[N:9]=[N:10][N:11]([CH3:13])[N:12]=1. (2) Given the reactants [CH3:1][O:2][C:3]1[CH:8]=[CH:7][C:6]([C:9]2[CH:10]=[CH:11][C:12](N)=[N:13][C:14]=2[CH3:15])=[CH:5][CH:4]=1.[I:17]I.CCCCCON=O, predict the reaction product. The product is: [I:17][C:12]1[N:13]=[C:14]([CH3:15])[C:9]([C:6]2[CH:7]=[CH:8][C:3]([O:2][CH3:1])=[CH:4][CH:5]=2)=[CH:10][CH:11]=1. (3) Given the reactants [OH-].[Na+].C[O:4][C:5](=[O:39])/[C:6](/[NH:18][C:19](=[O:38])[C:20]1[CH:25]=[CH:24][C:23]([C:26](=[O:36])[CH2:27][CH2:28][C:29]2[CH:34]=[CH:33][CH:32]=[C:31]([OH:35])[CH:30]=2)=[CH:22][C:21]=1[Cl:37])=[CH:7]/[C:8]1[CH:9]=[N:10][C:11]2[C:16]([CH:17]=1)=[CH:15][CH:14]=[CH:13][CH:12]=2, predict the reaction product. The product is: [Cl:37][C:21]1[CH:22]=[C:23]([C:26](=[O:36])[CH2:27][CH2:28][C:29]2[CH:34]=[CH:33][CH:32]=[C:31]([OH:35])[CH:30]=2)[CH:24]=[CH:25][C:20]=1[C:19]([NH:18]/[C:6](=[CH:7]\[C:8]1[CH:9]=[N:10][C:11]2[C:16]([CH:17]=1)=[CH:15][CH:14]=[CH:13][CH:12]=2)/[C:5]([OH:39])=[O:4])=[O:38]. (4) Given the reactants [F:1][C:2]([F:32])([F:31])[C:3]1[CH:4]=[C:5]([CH:28]=[CH:29][CH:30]=1)[C:6]([NH:8][C:9]1[CH:10]=[C:11]([CH:25]=[CH:26][CH:27]=1)[O:12][C:13]1[CH:14]=[CH:15][C:16]2[N:17]([CH:19]=[C:20](C(O)=O)[N:21]=2)[N:18]=1)=[O:7].C1(P(N=[N+]=[N-])(C2C=CC=CC=2)=[O:40])C=CC=CC=1.C([N:52]([CH2:55]C)CC)C.[C:57]([OH:61])([CH3:60])([CH3:59])[CH3:58], predict the reaction product. The product is: [C:57]([O:61][C:55](=[O:40])[NH:52][C:20]1[N:21]=[C:16]2[CH:15]=[CH:14][C:13]([O:12][C:11]3[CH:25]=[CH:26][CH:27]=[C:9]([NH:8][C:6](=[O:7])[C:5]4[CH:28]=[CH:29][CH:30]=[C:3]([C:2]([F:32])([F:31])[F:1])[CH:4]=4)[CH:10]=3)=[N:18][N:17]2[CH:19]=1)([CH3:60])([CH3:59])[CH3:58]. (5) The product is: [CH2:1]([C:3]1[C:11]2[C:6](=[CH:7][CH:8]=[CH:9][C:10]=2[NH:12][C:13]([C:15]2[N:19]3[CH:20]=[CH:21][C:22]([CH2:24][CH2:25][N:39]4[CH2:40][CH2:41][C@@H:37]([F:36])[CH2:38]4)=[CH:23][C:18]3=[N:17][CH:16]=2)=[O:14])[N:5]([CH2:27][C:28]2[CH:33]=[CH:32][CH:31]=[C:30]([CH3:34])[N:29]=2)[N:4]=1)[CH3:2]. Given the reactants [CH2:1]([C:3]1[C:11]2[C:6](=[CH:7][CH:8]=[CH:9][C:10]=2[NH:12][C:13]([C:15]2[N:19]3[CH:20]=[CH:21][C:22]([CH2:24][CH:25]=O)=[CH:23][C:18]3=[N:17][CH:16]=2)=[O:14])[N:5]([CH2:27][C:28]2[CH:33]=[CH:32][CH:31]=[C:30]([CH3:34])[N:29]=2)[N:4]=1)[CH3:2].Cl.[F:36][C@@H:37]1[CH2:41][CH2:40][NH:39][CH2:38]1, predict the reaction product. (6) Given the reactants [CH3:1][C:2]1[CH:3]=[C:4]([NH:17][C:18]2[N:23]=[CH:22][CH:21]=[CH:20][N:19]=2)[CH:5]=[C:6](B2OC(C)(C)C(C)(C)O2)[CH:7]=1.Br[C:25]1[CH:26]=[N:27][N:28]([CH:30]([C:32]2[CH:41]=[CH:40][C:35]([C:36]([O:38][CH3:39])=[O:37])=[CH:34][CH:33]=2)[CH3:31])[CH:29]=1.CC(C1C=C(C(C)C)C(C2C=CC=CC=2P(C2CCCCC2)C2CCCCC2)=C(C(C)C)C=1)C.C(=O)([O-])[O-].[Cs+].[Cs+], predict the reaction product. The product is: [CH3:1][C:2]1[CH:7]=[C:6]([C:25]2[CH:26]=[N:27][N:28]([CH:30]([C:32]3[CH:41]=[CH:40][C:35]([C:36]([O:38][CH3:39])=[O:37])=[CH:34][CH:33]=3)[CH3:31])[CH:29]=2)[CH:5]=[C:4]([NH:17][C:18]2[N:19]=[CH:20][CH:21]=[CH:22][N:23]=2)[CH:3]=1. (7) Given the reactants [CH3:1][O:2][C:3]1[CH:4]=[C:5]2[C:10](=[CH:11][C:12]=1[O:13][CH2:14][CH:15]1[CH2:20][CH2:19][N:18](C(OC(C)(C)C)=O)[CH2:17][CH2:16]1)[N:9]=[CH:8][N:7]([CH2:28][O:29][C:30](=[O:35])[C:31]([CH3:34])([CH3:33])[CH3:32])[C:6]2=O.Cl.CCOCC, predict the reaction product. The product is: [CH3:1][O:2][C:3]1[CH:4]=[C:5]2[C:10](=[CH:11][C:12]=1[O:13][CH2:14][CH:15]1[CH2:20][CH2:19][NH:18][CH2:17][CH2:16]1)[N:9]=[CH:8][N:7]([CH2:28][O:29][C:30](=[O:35])[C:31]([CH3:33])([CH3:32])[CH3:34])[CH2:6]2.